Dataset: Catalyst prediction with 721,799 reactions and 888 catalyst types from USPTO. Task: Predict which catalyst facilitates the given reaction. (1) Reactant: C(O[CH:4]=[C:5]([C:11](=O)[CH:12]([F:14])[F:13])[C:6]([O:8][CH2:9][CH3:10])=[O:7])C.CC1C=CC(S(O)(=O)=O)=CC=1.O.[NH:28]1[CH:32]=CC=[N:29]1. Product: [F:13][CH:12]([F:14])[C:11]1[C:5]([C:6]([O:8][CH2:9][CH3:10])=[O:7])=[CH:4][N:28]([CH3:32])[N:29]=1. The catalyst class is: 11. (2) Reactant: O.[OH-].[Cs+].[CH:4]1([NH2:7])[CH2:6][CH2:5]1.Br[CH2:9][CH2:10][CH2:11][C:12]([O:14][CH2:15][CH3:16])=[O:13]. Product: [CH:4]1([NH:7][CH2:9][CH2:10][CH2:11][C:12]([O:14][CH2:15][CH3:16])=[O:13])[CH2:6][CH2:5]1. The catalyst class is: 3.